This data is from Catalyst prediction with 721,799 reactions and 888 catalyst types from USPTO. The task is: Predict which catalyst facilitates the given reaction. (1) Reactant: [C:1]([O:5][C:6]([NH:8][CH:9]1[CH:14](OS(C)(=O)=O)[CH2:13][CH2:12][CH:11]([C:20]([O:22][CH2:23][CH3:24])=[O:21])[CH2:10]1)=[O:7])([CH3:4])([CH3:3])[CH3:2].[N-:25]=[N+:26]=[N-:27].[Na+]. Product: [N:25]([CH:14]1[CH2:13][CH2:12][CH:11]([C:20]([O:22][CH2:23][CH3:24])=[O:21])[CH2:10][CH:9]1[NH:8][C:6]([O:5][C:1]([CH3:4])([CH3:3])[CH3:2])=[O:7])=[N+:26]=[N-:27]. The catalyst class is: 148. (2) Reactant: [F:1][C:2]([F:12])([F:11])[C:3](=O)[CH2:4][C:5]([O:7]CC)=O.[C:13]1([C:19]2[CH:23]=[C:22]([NH2:24])[NH:21][N:20]=2)[CH:18]=[CH:17][CH:16]=[CH:15][CH:14]=1. Product: [C:13]1([C:19]2[C:23]3[C:22](=[N:24][C:5]([OH:7])=[CH:4][C:3]=3[C:2]([F:1])([F:11])[F:12])[NH:21][N:20]=2)[CH:14]=[CH:15][CH:16]=[CH:17][CH:18]=1. The catalyst class is: 313. (3) Reactant: [C:1]([CH2:4][CH2:5][N:6]1[CH:10]=[CH:9][CH:8]=[CH:7]1)(O)=[O:2].[H-].[H-].[H-].[H-].[Li+].[Al+3]. Product: [OH:2][CH2:1][CH2:4][CH2:5][N:6]1[CH:10]=[CH:9][CH:8]=[CH:7]1. The catalyst class is: 1. (4) Reactant: [OH:1][C:2]1[CH:7]=[CH:6][C:5]([C:8](=[O:10])[CH3:9])=[CH:4][CH:3]=1.[CH3:11][O:12][C:13]1[CH:14]=[CH:15][C:16]([CH:19]=O)=[CH:17][CH:18]=1.[OH-].[Na+].Cl. Product: [OH:1][C:2]1[CH:7]=[CH:6][C:5]([C:8](=[O:10])[CH:9]=[CH:19][C:16]2[CH:15]=[CH:14][C:13]([O:12][CH3:11])=[CH:18][CH:17]=2)=[CH:4][CH:3]=1. The catalyst class is: 5. (5) Reactant: [CH3:1][O:2][C:3](=[O:16])[CH2:4][C:5]1[CH:6]=[N:7][C:8]([CH2:14][CH3:15])=[C:9]([CH2:11][CH:12]=O)[CH:10]=1.Cl.NO.C([N:22](CC)CC)C.C1(=O)OC(=O)C2=CC=CC=C12. Product: [CH3:1][O:2][C:3](=[O:16])[CH2:4][C:5]1[CH:6]=[N:7][C:8]([CH2:14][CH3:15])=[C:9]([CH2:11][C:12]#[N:22])[CH:10]=1. The catalyst class is: 47. (6) Reactant: [H-].[Na+].[CH:3]1([OH:9])[CH2:8][CH2:7][CH2:6][CH2:5][CH2:4]1.Cl[C:11]1[CH:20]=[N:19][C:18]2[C:13](=[CH:14][C:15]([O:23][CH3:24])=[C:16]([O:21][CH3:22])[CH:17]=2)[N:12]=1. Product: [CH:3]1([O:9][C:11]2[CH:20]=[N:19][C:18]3[C:13](=[CH:14][C:15]([O:23][CH:24]4[CH2:7][CH2:8][CH2:3][CH2:4][CH2:5]4)=[C:16]([O:21][CH3:22])[CH:17]=3)[N:12]=2)[CH2:8][CH2:7][CH2:6][CH2:5][CH2:4]1. The catalyst class is: 3.